This data is from Catalyst prediction with 721,799 reactions and 888 catalyst types from USPTO. The task is: Predict which catalyst facilitates the given reaction. (1) Reactant: [Br:1][C:2]1[C:7]([C:8]2[CH:13]=[CH:12][CH:11]=[CH:10][CH:9]=2)=[N:6][NH:5][C:4](=[O:14])[CH:3]=1.[O:15]1[CH:20]=[CH:19][CH2:18][CH2:17][CH2:16]1.C1(C)C=CC(S([O-])(=O)=O)=CC=1.[NH+]1C=CC=CC=1. Product: [Br:1][C:2]1[C:7]([C:8]2[CH:13]=[CH:12][CH:11]=[CH:10][CH:9]=2)=[N:6][N:5]([CH:16]2[CH2:17][CH2:18][CH2:19][CH2:20][O:15]2)[C:4](=[O:14])[CH:3]=1. The catalyst class is: 1. (2) Reactant: F[C:2]1[CH:9]=[CH:8][C:5]([CH:6]=[O:7])=[C:4]([N+:10]([O-:12])=[O:11])[CH:3]=1.O[CH:14]([N:16]1[CH2:21][CH2:20][NH:19][CH2:18][CH2:17]1)[CH3:15].CS(C)=[O:24]. Product: [OH:24][CH2:15][CH2:14][N:16]1[CH2:21][CH2:20][N:19]([C:2]2[CH:9]=[CH:8][C:5]([CH:6]=[O:7])=[C:4]([N+:10]([O-:12])=[O:11])[CH:3]=2)[CH2:18][CH2:17]1. The catalyst class is: 6. (3) Reactant: [NH2:1][C:2]1[C:7]([Cl:8])=[CH:6][N:5]=[CH:4][C:3]=1[Cl:9].[H-].[Na+].[CH2:12]([O:14][C:15]([N:17]1[CH2:22][CH2:21][C:20]2[C:23]3[C:24](=[C:26]([O:42][CH3:43])[CH:27]=[CH:28][C:29]=3[C:30](OC3C=CC([N+]([O-])=O)=CC=3)=[O:31])[O:25][C:19]=2[CH2:18]1)=[O:16])[CH3:13].O. Product: [Cl:9][C:3]1[CH:4]=[N:5][CH:6]=[C:7]([Cl:8])[C:2]=1[NH:1][C:30]([C:29]1[CH:28]=[CH:27][C:26]([O:42][CH3:43])=[C:24]2[O:25][C:19]3[CH2:18][N:17]([C:15]([O:14][CH2:12][CH3:13])=[O:16])[CH2:22][CH2:21][C:20]=3[C:23]=12)=[O:31]. The catalyst class is: 3. (4) Reactant: [CH:1]1([CH2:4][N:5]2[C:9]3=[N:10][CH:11]=[CH:12][CH:13]=[C:8]3[CH:7]=[C:6]2[C:14]2[N:18]([CH3:19])[C:17]3[C:20]([O:28][CH3:29])=[CH:21][C:22]([C:24]([O:26]C)=[O:25])=[CH:23][C:16]=3[N:15]=2)[CH2:3][CH2:2]1.O.[OH-].[Li+].Cl. Product: [CH:1]1([CH2:4][N:5]2[C:9]3=[N:10][CH:11]=[CH:12][CH:13]=[C:8]3[CH:7]=[C:6]2[C:14]2[N:18]([CH3:19])[C:17]3[C:20]([O:28][CH3:29])=[CH:21][C:22]([C:24]([OH:26])=[O:25])=[CH:23][C:16]=3[N:15]=2)[CH2:3][CH2:2]1. The catalyst class is: 30. (5) Reactant: [F:1][C:2]1[CH:7]=[CH:6][N:5]=[C:4]([N:8]2[CH2:13][CH2:12][N:11]([C:14]([O:16][C:17]([CH3:20])([CH3:19])[CH3:18])=[O:15])[CH2:10][CH2:9]2)[CH:3]=1.[I:21]NC(=O)CCC(N)=O. Product: [F:1][C:2]1[C:7]([I:21])=[CH:6][N:5]=[C:4]([N:8]2[CH2:13][CH2:12][N:11]([C:14]([O:16][C:17]([CH3:20])([CH3:19])[CH3:18])=[O:15])[CH2:10][CH2:9]2)[CH:3]=1. The catalyst class is: 18.